From a dataset of Forward reaction prediction with 1.9M reactions from USPTO patents (1976-2016). Predict the product of the given reaction. (1) Given the reactants [C:1]([CH2:4][NH:5][C:6]([C:8]1[C:13]([OH:14])=[CH:12][C:11]([OH:15])=[CH:10][N:9]=1)=[O:7])(=[O:3])[NH2:2].CN(C=O)C.C(N(C(C)C)CC)(C)C.C1(N[S:37]([C:40]([F:43])([F:42])[F:41])(=[O:39])=[O:38])C=CC=CC=1, predict the reaction product. The product is: [C:1]([CH2:4][NH:5][C:6]([C:8]1[N:9]=[CH:10][C:11]([O:15][S:37]([C:40]([F:43])([F:42])[F:41])(=[O:39])=[O:38])=[CH:12][C:13]=1[OH:14])=[O:7])(=[O:3])[NH2:2]. (2) Given the reactants [C:1]([O:5][C:6]([NH:8][CH2:9][C:10]([N:12]([CH2:14][C:15]([OH:17])=[O:16])[CH3:13])=[O:11])=[O:7])([CH3:4])([CH3:3])[CH3:2].[CH2:18]([C@:20]1(O)[C:48]2[CH:47]=[C:46]3[N:26]([CH2:27][C:28]4[C:29]3=[N:30][C:31]3[C:32]5[C:33]=4[N:34]([CH2:41][CH2:42][CH2:43][CH2:44][CH3:45])[CH:35]=[N:36][C:37]=5[CH:38]=[CH:39][CH:40]=3)[C:25](=[O:49])[C:24]=2[CH2:23][O:22][C:21]1=[O:50])[CH3:19].Cl.C(N=C=NCCCN(C)C)C, predict the reaction product. The product is: [C:1]([O:5][C:6]([NH:8][CH2:9][C:10]([N:12]([CH2:14][C:15]([O:17][C@@:20]1([CH2:18][CH3:19])[C:48]2[CH:47]=[C:46]3[N:26]([CH2:27][C:28]4[C:29]3=[N:30][C:31]3[C:32]5[C:33]=4[N:34]([CH2:41][CH2:42][CH2:43][CH2:44][CH3:45])[CH:35]=[N:36][C:37]=5[CH:38]=[CH:39][CH:40]=3)[C:25](=[O:49])[C:24]=2[CH2:23][O:22][C:21]1=[O:50])=[O:16])[CH3:13])=[O:11])=[O:7])([CH3:4])([CH3:2])[CH3:3]. (3) Given the reactants [C:1]([NH:5][C:6]([C:8]1[CH:12]=[C:11]([C:13]2[CH:18]=[CH:17][C:16]([CH2:19][OH:20])=[CH:15][N:14]=2)[N:10]([C:21]2[CH:22]=[N:23][CH:24]=[CH:25][CH:26]=2)[N:9]=1)=[O:7])([CH3:4])([CH3:3])[CH3:2].CC(OI1(OC(C)=O)(OC(C)=O)OC(=O)C2C=CC=CC1=2)=O.[OH-].[Na+].C(Cl)(Cl)Cl, predict the reaction product. The product is: [C:1]([NH:5][C:6]([C:8]1[CH:12]=[C:11]([C:13]2[CH:18]=[CH:17][C:16]([CH:19]=[O:20])=[CH:15][N:14]=2)[N:10]([C:21]2[CH:22]=[N:23][CH:24]=[CH:25][CH:26]=2)[N:9]=1)=[O:7])([CH3:4])([CH3:2])[CH3:3]. (4) The product is: [F:59][C:60]1[CH:61]=[C:62]([C@@H:67]([N:69]2[CH2:74][CH2:73][N:72]([C:23]([C:22]3[CH:21]=[N:20][N:12]4[C:13]([C:16]([F:17])([F:18])[F:19])=[C:14]([CH3:15])[C:9]([C:6]5[CH:7]=[CH:8][C:3]([O:2][CH3:1])=[CH:4][CH:5]=5)=[N:10][C:11]=34)=[O:25])[C@H:71]([CH3:75])[CH2:70]2)[CH3:68])[CH:63]=[C:64]([F:66])[CH:65]=1. Given the reactants [CH3:1][O:2][C:3]1[CH:8]=[CH:7][C:6]([C:9]2[C:14]([CH3:15])=[C:13]([C:16]([F:19])([F:18])[F:17])[N:12]3[N:20]=[CH:21][C:22]([C:23]([OH:25])=O)=[C:11]3[N:10]=2)=[CH:5][CH:4]=1.CN(C(ON1N=NC2C=CC=NC1=2)=[N+](C)C)C.F[P-](F)(F)(F)(F)F.CCN(C(C)C)C(C)C.[F:59][C:60]1[CH:61]=[C:62]([C@@H:67]([N:69]2[CH2:74][CH2:73][NH:72][C@H:71]([CH3:75])[CH2:70]2)[CH3:68])[CH:63]=[C:64]([F:66])[CH:65]=1, predict the reaction product. (5) Given the reactants [Ga:1].[CH2:2]([OH:11])[C@@H:3]([C@H:5]([C@@H:7]([CH2:9][OH:10])[OH:8])[OH:6])[OH:4].CC(C)[O-].[Ga+3].CC(C)[O-].CC(C)[O-], predict the reaction product. The product is: [CH2:2]([OH:11])[C@@H:3]([C@H:5]([C@@H:7]([CH2:9][OH:10])[OH:8])[OH:6])[OH:4].[Ga:1].